This data is from Full USPTO retrosynthesis dataset with 1.9M reactions from patents (1976-2016). The task is: Predict the reactants needed to synthesize the given product. (1) Given the product [Br:34][C:35]1[CH:36]=[C:37]2[C:42](=[CH:43][C:44]=1[O:45][CH3:46])[NH:41][C:40](=[O:47])[CH:39]=[C:38]2[O:17][C@H:18]1[CH2:22][N:21]([C:23]([O:25][C:26]([CH3:27])([CH3:28])[CH3:29])=[O:24])[C@H:20]([C:30]([O:32][CH3:33])=[O:31])[CH2:19]1, predict the reactants needed to synthesize it. The reactants are: C([O-])([O-])=O.[Cs+].[Cs+].BrC1C=CC(S([O:17][C@@H:18]2[CH2:22][N:21]([C:23]([O:25][C:26]([CH3:29])([CH3:28])[CH3:27])=[O:24])[C@H:20]([C:30]([O:32][CH3:33])=[O:31])[CH2:19]2)(=O)=O)=CC=1.[Br:34][C:35]1[CH:36]=[C:37]2[C:42](=[CH:43][C:44]=1[O:45][CH3:46])[NH:41][C:40](=[O:47])[CH:39]=[C:38]2O. (2) Given the product [F:1][C:2]1[CH:7]=[C:6]([F:8])[CH:5]=[CH:4][C:3]=1[C:9]1[CH:10]=[C:11]2[C:16](=[CH:17][CH:18]=1)[N:15]([CH2:28][CH:26]([OH:27])[CH2:25][O:24][C:23]1[CH:29]=[CH:30][CH:31]=[CH:32][C:22]=1[O:21][CH3:20])[C:14](=[O:19])[CH2:13][CH2:12]2, predict the reactants needed to synthesize it. The reactants are: [F:1][C:2]1[CH:7]=[C:6]([F:8])[CH:5]=[CH:4][C:3]=1[C:9]1[CH:10]=[C:11]2[C:16](=[CH:17][CH:18]=1)[NH:15][C:14](=[O:19])[CH2:13][CH2:12]2.[CH3:20][O:21][C:22]1[CH:32]=[CH:31][CH:30]=[CH:29][C:23]=1[O:24][CH2:25][CH:26]1[CH2:28][O:27]1.C(=O)([O-])[O-].[Cs+].[Cs+].O. (3) Given the product [F:21][C:22]1[CH:27]=[CH:26][C:25]([O:28][C:29]([F:30])([F:31])[F:32])=[CH:24][C:23]=1[CH2:33][C:34]1[NH:1][C:2]2[C:3](=[O:20])[N:4]([CH2:11][C:12]3[CH:17]=[CH:16][C:15]([O:18][CH3:19])=[CH:14][CH:13]=3)[C:5](=[O:10])[N:6]([CH3:9])[C:7]=2[N:8]=1, predict the reactants needed to synthesize it. The reactants are: [NH2:1][C:2]1[C:3](=[O:20])[N:4]([CH2:11][C:12]2[CH:17]=[CH:16][C:15]([O:18][CH3:19])=[CH:14][CH:13]=2)[C:5](=[O:10])[N:6]([CH3:9])[C:7]=1[NH2:8].[F:21][C:22]1[CH:27]=[CH:26][C:25]([O:28][C:29]([F:32])([F:31])[F:30])=[CH:24][C:23]=1[CH2:33][C:34](O)=O.CCN=C=NCCCN(C)C. (4) Given the product [CH2:1]([O:5][CH2:6][CH2:7][O:8][C:9]1[CH:10]=[CH:11][C:12]([C:15]2[CH:16]=[CH:17][C:18]3[O:25][CH2:24][CH2:23][CH2:22][C:21]([C:26]([OH:28])=[O:27])=[CH:20][C:19]=3[CH:31]=2)=[CH:13][CH:14]=1)[CH2:2][CH2:3][CH3:4], predict the reactants needed to synthesize it. The reactants are: [CH2:1]([O:5][CH2:6][CH2:7][O:8][C:9]1[CH:14]=[CH:13][C:12]([C:15]2[CH:16]=[CH:17][C:18]3[O:25][CH2:24][CH2:23][CH2:22][C:21]([C:26]([O:28]CC)=[O:27])=[CH:20][C:19]=3[CH:31]=2)=[CH:11][CH:10]=1)[CH2:2][CH2:3][CH3:4].[OH-].[Na+]. (5) Given the product [Br:1][C:2]1[CH:7]=[CH:6][C:5]([C:8]2([C:11]3[N:28]4[CH2:29][CH2:30][S:31][C:25]([CH2:24][O:23][Si:16]([C:19]([CH3:22])([CH3:21])[CH3:20])([CH3:18])[CH3:17])([CH3:34])[CH2:26][C:27]4=[N:14][N:13]=3)[CH2:10][CH2:9]2)=[C:4]([F:15])[CH:3]=1, predict the reactants needed to synthesize it. The reactants are: [Br:1][C:2]1[CH:7]=[CH:6][C:5]([C:8]2([C:11]([NH:13][NH2:14])=O)[CH2:10][CH2:9]2)=[C:4]([F:15])[CH:3]=1.[Si:16]([O:23][CH2:24][C:25]1([CH3:34])[S:31][CH2:30][CH2:29][N:28]=[C:27](SC)[CH2:26]1)([C:19]([CH3:22])([CH3:21])[CH3:20])([CH3:18])[CH3:17]. (6) Given the product [CH2:1]([C:5]1[N:6]=[C:7]([C:22]2[CH:27]=[CH:26][C:25]([C:28]([F:30])([F:29])[F:31])=[CH:24][CH:23]=2)[S:8][C:9]=1[CH2:10][N:11]1[C:15]2=[N:16][CH:17]=[C:18]([OH:20])[CH:19]=[C:14]2[CH:13]=[CH:12]1)[CH2:2][CH2:3][CH3:4], predict the reactants needed to synthesize it. The reactants are: [CH2:1]([C:5]1[N:6]=[C:7]([C:22]2[CH:27]=[CH:26][C:25]([C:28]([F:31])([F:30])[F:29])=[CH:24][CH:23]=2)[S:8][C:9]=1[CH2:10][N:11]1[C:15]2=[N:16][CH:17]=[C:18]([O:20]C)[CH:19]=[C:14]2[CH:13]=[CH:12]1)[CH2:2][CH2:3][CH3:4].C(OCC)(=O)C. (7) Given the product [NH:14]1[C:10]2[CH:9]=[CH:8][N:7]=[C:6]([NH:5][C:3](=[O:4])[O:2][CH3:1])[C:11]=2[CH:12]=[CH:13]1, predict the reactants needed to synthesize it. The reactants are: [CH3:1][O:2][C:3]([NH:5][C:6]1[C:11]2[CH:12]=[CH:13][N:14](C(OCC3C=CC=CC=3)=O)[C:10]=2[CH:9]=[CH:8][N:7]=1)=[O:4].